Dataset: Forward reaction prediction with 1.9M reactions from USPTO patents (1976-2016). Task: Predict the product of the given reaction. (1) The product is: [CH3:6][C:2]1([CH3:1])[C:3](=[O:5])[C:13]2[C:12]([CH3:14])=[CH:11][C:10]([CH3:15])=[C:9]([CH3:16])[C:8]=2[O:7]1. Given the reactants [CH3:1][C:2]([O:7][C:8]1[CH:13]=[C:12]([CH3:14])[CH:11]=[C:10]([CH3:15])[C:9]=1[CH3:16])([CH3:6])[C:3]([OH:5])=O, predict the reaction product. (2) Given the reactants [Si:1]([O:8][CH2:9][CH:10]1[N:15]([CH:16]2[CH2:19][O:18][CH2:17]2)[CH2:14][CH2:13][N:12](C(OC(C)(C)C)=O)[CH2:11]1)([C:4]([CH3:7])([CH3:6])[CH3:5])([CH3:3])[CH3:2].C(O)(C(F)(F)F)=O, predict the reaction product. The product is: [Si:1]([O:8][CH2:9][CH:10]1[CH2:11][NH:12][CH2:13][CH2:14][N:15]1[CH:16]1[CH2:19][O:18][CH2:17]1)([C:4]([CH3:7])([CH3:5])[CH3:6])([CH3:3])[CH3:2]. (3) The product is: [Cl:1][C:2]1[CH:3]=[C:4]([CH:23]=[CH:24][CH:25]=1)[O:5][C:6]1[C:11]([O:12][CH2:13][CH2:14][CH2:15][C:16]2[CH:21]=[CH:20][N:19]=[CH:18][C:17]=2[O:22][C:26](=[O:28])[CH3:27])=[CH:10][CH:9]=[CH:8][N:7]=1. Given the reactants [Cl:1][C:2]1[CH:3]=[C:4]([CH:23]=[CH:24][CH:25]=1)[O:5][C:6]1[C:11]([O:12][CH2:13][CH2:14][CH2:15][C:16]2[CH:21]=[CH:20][N:19]=[CH:18][C:17]=2[OH:22])=[CH:10][CH:9]=[CH:8][N:7]=1.[C:26](OC(=O)C)(=[O:28])[CH3:27].C(OCC)(=O)C, predict the reaction product.